From a dataset of Reaction yield outcomes from USPTO patents with 853,638 reactions. Predict the reaction yield, written as a fraction of the theoretical maximum amount of product (1.0 means a 100% yield; for example, 0.34 means a 34% yield). (1) The reactants are [CH3:1][O:2][C:3](=[O:20])[C:4]1[C:9](B2OC(C)(C)C(C)(C)O2)=[CH:8][CH:7]=[CH:6][C:5]=1[F:19].Cl[C:22]1[N:27]=[CH:26][CH:25]=[CH:24][N:23]=1.C(=O)([O-])[O-].[Na+].[Na+]. The catalyst is O.CC(OC)(C)C. The product is [CH3:1][O:2][C:3](=[O:20])[C:4]1[C:9]([C:22]2[N:27]=[CH:26][CH:25]=[CH:24][N:23]=2)=[CH:8][CH:7]=[CH:6][C:5]=1[F:19]. The yield is 0.300. (2) The reactants are [CH:1]([NH2:4])([CH3:3])[CH3:2].[H-].[Na+].[CH2:7]([CH:9]([CH2:15][CH2:16][CH2:17][CH3:18])[CH2:10][O:11][C:12](Cl)=[O:13])[CH3:8].S(OC)(O[CH3:23])(=O)=O. The catalyst is C1COCC1.O. The product is [CH2:7]([CH:9]([CH2:15][CH2:16][CH2:17][CH3:18])[CH2:10][O:11][C:12](=[O:13])[N:4]([CH:1]([CH3:3])[CH3:2])[CH3:23])[CH3:8]. The yield is 0.770. (3) The reactants are [CH2:1]([O:3][C:4](=[O:15])[C:5]1[C:10]([NH2:11])=[C:9]([N+:12]([O-])=O)[CH:8]=[N:7][CH:6]=1)[CH3:2].[H][H]. The catalyst is CO.[Pd]. The product is [CH2:1]([O:3][C:4](=[O:15])[C:5]1[C:10]([NH2:11])=[C:9]([NH2:12])[CH:8]=[N:7][CH:6]=1)[CH3:2]. The yield is 0.800.